Predict the reactants needed to synthesize the given product. From a dataset of Full USPTO retrosynthesis dataset with 1.9M reactions from patents (1976-2016). Given the product [CH3:1][N:4]1[C:8]2[CH:9]=[CH:10][CH:11]=[CH:12][C:7]=2[NH:6][C:5]1=[O:13], predict the reactants needed to synthesize it. The reactants are: [C:1]([N:4]1[C:8]2[CH:9]=[CH:10][CH:11]=[CH:12][C:7]=2[NH:6][C:5]1=[O:13])(C)=C.[H-].[Na+].CI.Cl.